This data is from Catalyst prediction with 721,799 reactions and 888 catalyst types from USPTO. The task is: Predict which catalyst facilitates the given reaction. Reactant: [CH3:1][N:2]1[C@@H:9]([C@H:10]([O:26][C@@H:27]2[O:31][C@H:30]([CH2:32][NH2:33])[C@@H:29]([OH:34])[C@H:28]2[OH:35])[C@H:11]2[O:15][C@@H:14]([N:16]3[C:22](=[O:23])[NH:21][C:19](=[O:20])[CH:18]=[CH:17]3)[C@H:13]([OH:24])[C@@H:12]2[OH:25])[C:7](=[O:8])[N:6]([CH3:36])[C@H:5]([C:37]([OH:39])=[O:38])[C@@H:4](O)[CH2:3]1. Product: [CH3:1][N:2]1[C@@H:9]([CH:10]([O:26][C@@H:27]2[O:31][C@H:30]([CH2:32][NH2:33])[C@@H:29]([OH:34])[C@H:28]2[OH:35])[C@H:11]2[O:15][C@@H:14]([N:16]3[C:22](=[O:23])[NH:21][C:19](=[O:20])[CH:18]=[CH:17]3)[C@H:13]([OH:24])[C@@H:12]2[OH:25])[C:7](=[O:8])[N:6]([CH3:36])[C:5]([C:37]([OH:39])=[O:38])=[CH:4][CH2:3]1. The catalyst class is: 33.